Dataset: Drug-target binding data from BindingDB using IC50 measurements. Task: Regression. Given a target protein amino acid sequence and a drug SMILES string, predict the binding affinity score between them. We predict pIC50 (pIC50 = -log10(IC50 in M); higher means more potent). Dataset: bindingdb_ic50. (1) The small molecule is CC1=C(C)/C(=C/C(C)=C/C=C/C(C)=C/C(=O)O)CCC1. The target protein (P40220) has sequence MPNFAGTWKMRSSENFDELLKALGVNAMLRKVAVAAASKPHVEIRQDGDQFYIKTSTTVRTTEINFKIGESFEEETVDGRKCRSLATWENENKIYCKQTLIEGDGPKTYWTRELANDELILTFGADDVVCTRIYVRE. The pIC50 is 5.9. (2) The compound is CCCC(C(=O)O)c1c(C)nc2sc3c(c2c1-c1cccc(C)c1)CCCC3. The target protein (P03367) has sequence MGARASVLSGGELDRWEKIRLRPGGKKKYKLKHIVWASRELERFAVNPGLLETSEGCRQILGQLQPSLQTGSEELRSLYNTVATLYCVHQRIEIKDTKEALDKIEEEQNKSKKKAQQAAADTGHSSQVSQNYPIVQNIQGQMVHQAISPRTLNAWVKVVEEKAFSPEVIPMFSALSEGATPQDLNTMLNTVGGHQAAMQMLKETINEEAAEWDRVHPVHAGPIAPGQMREPRGSDIAGTTSTLQEQIGWMTNNPPIPVGEIYKRWIILGLNKIVRMYSPTSILDIRQGPKEPFRDYVDRFYKTLRAEQASQEVKNWMTETLLVQNANPDCKTILKALGPAATLEEMMTACQGVGGPGHKARVLAEAMSQVTNSATIMMQRGNFRNQRKIVKCFNCGKEGHIARNCRAPRKKGCWKCGKEGHQMKDCTERQANFLREDLAFLQGKAREFSSEQTRANSPTISSEQTRANSPTRRELQVWGRDNNSLSEAGADRQGTVSFNF.... The pIC50 is 4.6. (3) The small molecule is CC(C)CN1C(=O)CS[C@@H]1c1cnccc1-c1ccc(C(F)(F)F)cc1. The target protein (Q00975) has sequence MVRFGDELGGRYGGPGGGERARGGGAGGAGGPGPGGLQPGQRVLYKQSIAQRARTMALYNPIPVKQNCFTVNRSLFVFSEDNVVRKYAKRITEWPPFEYMILATIIANCIVLALEQHLPDGDKTPMSERLDDTEPYFIGIFCFEAGIKIIALGFVFHKGSYLRNGWNVMDFVVVLTGILATAGTDFDLRTLRAVRVLRPLKLVSGIPSLQVVLKSIMKAMVPLLQIGLLLFFAILMFAIIGLEFYMGKFHKACFPNSTDAEPVGDFPCGKEAPARLCEGDTECREYWPGPNFGITNFDNILFAILTVFQCITMEGWTDILYNTNDAAGNTWNWLYFIPLIIIGSFFMLNLVLGVLSGEFAKERERVENRRAFLKLRRQQQIERELNGYLEWIFKAEEVMLAEEDRNAEEKSPLDVLKRAATKKSRNDLIHAEEGEDRFADLCAVGSPFARASLKSGKTESSSYFRRKEKMFRFFIRRMVKAQSFYWVVLCVVALNTLCVA.... The pIC50 is 5.5.